From a dataset of Forward reaction prediction with 1.9M reactions from USPTO patents (1976-2016). Predict the product of the given reaction. (1) Given the reactants [OH:1][CH:2]([C:32]1[CH:37]=[CH:36][C:35]([OH:38])=[CH:34][CH:33]=1)[CH:3]([NH:18][C:19]([C:21]1[CH:22]=[CH:23][CH:24]=[C:25]2[CH2:31][CH2:30][CH2:29][CH:28]=[CH:27][C:26]=12)=[O:20])[CH2:4][C:5]1[CH:10]=[CH:9][CH:8]=[C:7]([O:11][C:12]([F:17])([F:16])[CH:13]([F:15])[F:14])[CH:6]=1.[C:39](=O)([O-])[O-].[K+].[K+].CI, predict the reaction product. The product is: [OH:1][CH:2]([C:32]1[CH:37]=[CH:36][C:35]([O:38][CH3:39])=[CH:34][CH:33]=1)[CH:3]([NH:18][C:19]([C:21]1[CH:22]=[CH:23][CH:24]=[C:25]2[CH2:31][CH2:30][CH2:29][CH:28]=[CH:27][C:26]=12)=[O:20])[CH2:4][C:5]1[CH:10]=[CH:9][CH:8]=[C:7]([O:11][C:12]([F:16])([F:17])[CH:13]([F:15])[F:14])[CH:6]=1. (2) Given the reactants Br[C:2]1[CH:7]=[C:6]([O:8][CH3:9])[CH:5]=[C:4]([F:10])[CH:3]=1.[CH3:11][O:12][C:13]1[CH:18]=[CH:17][C:16]([CH2:19][SH:20])=[CH:15][CH:14]=1.C1(C)C=CC=CC=1.CCN(C(C)C)C(C)C, predict the reaction product. The product is: [F:10][C:4]1[CH:3]=[C:2]([S:20][CH2:19][C:16]2[CH:17]=[CH:18][C:13]([O:12][CH3:11])=[CH:14][CH:15]=2)[CH:7]=[C:6]([O:8][CH3:9])[CH:5]=1.